The task is: Predict the reaction yield, written as a fraction of the theoretical maximum amount of product (1.0 means a 100% yield; for example, 0.34 means a 34% yield).. This data is from Reaction yield outcomes from USPTO patents with 853,638 reactions. (1) The reactants are [C:1]1([C:8]2[CH:13]=[CH:12][CH:11]=[CH:10][CH:9]=2)[C:2]([NH2:7])=[CH:3][CH:4]=[CH:5][CH:6]=1.P(=O)(O)(O)O.[N+]([O-])(O)=O.[N:23]([O-])=O.[Na+].C([O-])(=O)C.[K+].[C:32]([CH2:35][C:36](=[O:38])[CH3:37])(=[O:34])[CH3:33]. The catalyst is O.C(O)C. The product is [C:1]1([C:8]2[CH:9]=[CH:10][CH:11]=[CH:12][CH:13]=2)[CH:6]=[CH:5][CH:4]=[CH:3][C:2]=1[NH:7][N:23]=[C:35]([C:36](=[O:38])[CH3:37])[C:32](=[O:34])[CH3:33]. The yield is 0.510. (2) The reactants are [NH2:1][C:2]1[S:3][CH:4]=[C:5]([C:7]([O:9][CH3:10])=[O:8])[N:6]=1.[OH:11][CH:12]([CH3:16])[C:13](=O)[CH3:14].C(O)(=O)C.C(O[BH-](OC(=O)C)OC(=O)C)(=O)C.[Na+].C([O-])(O)=O.[Na+]. The catalyst is ClCCCl. The product is [OH:11][CH:12]([CH3:16])[CH:13]([NH:1][C:2]1[S:3][CH:4]=[C:5]([C:7]([O:9][CH3:10])=[O:8])[N:6]=1)[CH3:14]. The yield is 0.681. (3) The reactants are [NH2:1][C:2]1[CH:3]=[C:4]2[C:8](=[CH:9][CH:10]=1)[NH:7][C:6]([C:11]([CH3:22])([CH3:21])[CH2:12][NH:13][C:14](=[O:20])[O:15][C:16]([CH3:19])([CH3:18])[CH3:17])=[CH:5]2.[O:23]1[C:27]2[CH:28]=[C:29]([C:32]3([C:35](O)=[O:36])[CH2:34][CH2:33]3)[CH:30]=[CH:31][C:26]=2[O:25][CH2:24]1.C(Cl)CCl.C1C=CC2N(O)N=NC=2C=1.CCN(CC)CC. The catalyst is CN(C=O)C.O. The product is [O:25]1[C:26]2[CH:31]=[CH:30][C:29]([C:32]3([C:35]([NH:1][C:2]4[CH:3]=[C:4]5[C:8](=[CH:9][CH:10]=4)[NH:7][C:6]([C:11]([CH3:22])([CH3:21])[CH2:12][NH:13][C:14](=[O:20])[O:15][C:16]([CH3:17])([CH3:19])[CH3:18])=[CH:5]5)=[O:36])[CH2:33][CH2:34]3)=[CH:28][C:27]=2[O:23][CH2:24]1. The yield is 0.940. (4) The reactants are Br[C:2]1[CH:23]=[CH:22][C:5]([C:6]([NH:8][S:9]([C:12]2[CH:17]=[CH:16][CH:15]=[CH:14][C:13]=2[S:18](=[O:21])(=[O:20])[NH2:19])(=[O:11])=[O:10])=[O:7])=[CH:4][C:3]=1[O:24][CH2:25][CH2:26][O:27][CH2:28][C:29]([F:32])([F:31])[F:30].[CH:33]1([C:38]#[CH:39])[CH2:37][CH2:36][CH2:35][CH2:34]1. No catalyst specified. The product is [CH:33]1([C:38]#[C:39][C:2]2[CH:23]=[CH:22][C:5]([C:6]([NH:8][S:9]([C:12]3[CH:17]=[CH:16][CH:15]=[CH:14][C:13]=3[S:18](=[O:21])(=[O:20])[NH2:19])(=[O:11])=[O:10])=[O:7])=[CH:4][C:3]=2[O:24][CH2:25][CH2:26][O:27][CH2:28][C:29]([F:32])([F:31])[F:30])[CH2:37][CH2:36][CH2:35][CH2:34]1. The yield is 0.150. (5) The reactants are [F:1][C:2]1[CH:3]=[C:4]([N:8]([CH3:18])[C:9]2[CH:17]=[CH:16][C:12]([C:13]([OH:15])=O)=[CH:11][CH:10]=2)[CH:5]=[CH:6][CH:7]=1.Cl.[Cl:20][C:21]1[CH:22]=[C:23]2[C:27](=[CH:28][CH:29]=1)[NH:26][CH:25]=[C:24]2[CH2:30][CH2:31][NH2:32].CN(C(ON1N=NC2C=CC=NC1=2)=[N+](C)C)C.F[P-](F)(F)(F)(F)F.C(N(CC)C(C)C)(C)C. The catalyst is CN(C=O)C. The product is [Cl:20][C:21]1[CH:22]=[C:23]2[C:27](=[CH:28][CH:29]=1)[NH:26][CH:25]=[C:24]2[CH2:30][CH2:31][NH:32][C:13](=[O:15])[C:12]1[CH:11]=[CH:10][C:9]([N:8]([C:4]2[CH:5]=[CH:6][CH:7]=[C:2]([F:1])[CH:3]=2)[CH3:18])=[CH:17][CH:16]=1. The yield is 0.280.